From a dataset of Experimentally validated miRNA-target interactions with 360,000+ pairs, plus equal number of negative samples. Binary Classification. Given a miRNA mature sequence and a target amino acid sequence, predict their likelihood of interaction. (1) The miRNA is hsa-miR-548ax with sequence AGAAGUAAUUGCGGUUUUGCCA. The protein sequence of the target gene is MSVKWTSVILLIQLSFCFSSGNCGKVLVWAAEYSHWMNIKTILDELIQRGHEVTVLASSASILFDPNNSSALKIEIYPTSLTKTELENFIMQQIKRWSDLPKDTFWLYFSQVQEIMSIFGDITRKFCKDVVSNKKFMKKVQESRFDVIFADAIFPCSELLAELFNIPFVYSLSFSPGYTFEKHSGGFIFPPSYVPVVMSELTDQMTFMERVKNMIYVLYFDFWFEIFDMKKWDQFYSEVLGRPTTLSETMGKADVWLIRNSWNFQFPYPLLPNVDFVGGLHCKPAKPLPKEMEDFVQSSG.... Result: 0 (no interaction). (2) The miRNA is mmu-miR-7a-1-3p with sequence CAACAAAUCACAGUCUGCCAUA. The protein sequence of the target gene is MGGKLSKKKKGYNVNDEKAKDKDKKAEGAGTEEEGTPKESEPQAAADATEVKESTEEKPKDAADGEAKAEEKEADKAAAAKEEAPKAEPEKSEGAAEEQPEPAPAPEQEAAAPGPAAGGEAPKAGEASAESTGAADGAAPEEGEAKKTEAPAAAGPEAKSDAAPAASDSKPSSAEPAPSSKETPAASEAPSSAAKAPAPAAPAAAEPQAEAPAAAASSEQSVAVKE. Result: 1 (interaction). (3) The miRNA is mmu-miR-3473a with sequence UGGAGAGAUGGCUCAGCA. The protein sequence of the target gene is MSPCGRALHTSRGAMAMLARKFPRTRLPVGASALCVVVLCWLYIFPVYRLPNEKEIVQGVLAQRTAWRTNQTSASLFRRQMEDCCDPAHLFAMTKMNSPMGKSLWYDGELLYSFTIDNSTYSLFPQATPFQLPLKKCAVVGNGGILKMSGCGRQIDEANFVMRCNLPPLSSEYTRDVGSKTQLVTANPSIIRQRFENLLWSRKKFVDNMKIYNHSYIYMPAFSMKTGTEPSLRVYYTLKDVGANQTVLFANPNFLRNIGKFWKSRGIHAKRLSTGLFLVSAALGLCEEVSIYGFWPFSVN.... Result: 1 (interaction). (4) The miRNA is hsa-miR-103b with sequence UCAUAGCCCUGUACAAUGCUGCU. The protein sequence of the target gene is MQGSTRRMGVMTDVHRRFLQLLMTHGVLEEWDVKRLQTHCYKVHDRNATVDKLEDFINNINSVLESLYIEIKRGVTEDDGRPIYALVNLATTSISKMATDFAENELDLFRKALELIIDSETGFASSTNILNLVDQLKGKKMRKKEAEQVLQKFVQNKWLIEKEGEFTLHGRAILEMEQYIRETYPDAVKICNICHSLLIQGQSCETCGIRMHLPCVAKYFQSNAEPRCPHCNDYWPHEIPKVFDPEKERESGVLKSNKKSLRSRQH. Result: 0 (no interaction). (5) The miRNA is hsa-miR-193b-3p with sequence AACUGGCCCUCAAAGUCCCGCU. The protein sequence of the target gene is MLSPQRALLCNLNHIHLQHVSLGLHLSRRPELQEGPLSTPPPPGDTGGKESRGPCSGTLVDANSNSPAVPCRCCQEHGPGLENRQDPSQEEEGAASPSDPGCSSSLSSCSDLSPDESPVSVYLRDLPGDEDAHPQPSIIPLEQGSPLASAGPGTCSPDSFCCSPDSCSGASSSPDPGLDSNCNALTTCQDVPSPGLEEEDERAEQDLPTSELLEADDGKIDAGKTEPSWKINPIWKIDTEKTKAEWKTTENNNTGWKNNGNVNSSWKSEPEKFDSGWKTNTRITDSGSKTDAGKIDGGWR.... Result: 1 (interaction).